This data is from Forward reaction prediction with 1.9M reactions from USPTO patents (1976-2016). The task is: Predict the product of the given reaction. (1) Given the reactants [ClH:1].C(OC(=O)[NH:8][CH:9]([C:12]([C:14]1[O:15][C:16]2[CH:22]=[CH:21][CH:20]=[CH:19][C:17]=2[N:18]=1)=[O:13])[CH2:10][CH3:11])(C)(C)C, predict the reaction product. The product is: [ClH:1].[NH2:8][CH:9]([CH2:10][CH3:11])[C:12]([C:14]1[O:15][C:16]2[CH:22]=[CH:21][CH:20]=[CH:19][C:17]=2[N:18]=1)=[O:13]. (2) Given the reactants [C:1]([O:5][C:6](=[O:20])[NH:7][C:8]1[CH:13]=[CH:12][C:11]([N:14]2[CH:18]=[CH:17][CH:16]=[CH:15]2)=[CH:10][C:9]=1[NH2:19])([CH3:4])([CH3:3])[CH3:2].CC1(C)[O:27][C:26]([C:28]2[CH:29]=[C:30]([CH:33]=[CH:34][CH:35]=2)[C:31]#[N:32])=[CH:25][C:24](=O)[O:23]1, predict the reaction product. The product is: [C:1]([O:5][C:6](=[O:20])[NH:7][C:8]1[CH:13]=[CH:12][C:11]([N:14]2[CH:15]=[CH:16][CH:17]=[CH:18]2)=[CH:10][C:9]=1[NH:19][C:24](=[O:23])[CH2:25][C:26]([C:28]1[CH:35]=[CH:34][CH:33]=[C:30]([C:31]#[N:32])[CH:29]=1)=[O:27])([CH3:4])([CH3:2])[CH3:3]. (3) Given the reactants [OH:1][CH:2]1[CH2:5][N:4]([C:6]2[S:7][CH:8]=[C:9]([C:11](=[O:30])[N:12]([CH3:29])[CH2:13][CH2:14][NH:15][C:16]([O:18][CH2:19][C:20]3[CH:25]=[CH:24][C:23]([N+:26]([O-:28])=[O:27])=[CH:22][CH:21]=3)=[O:17])[N:10]=2)[CH2:3]1.[CH3:31][S:32](Cl)(=[O:34])=[O:33].C(N(CC)CC)C, predict the reaction product. The product is: [CH3:31][S:32]([O:1][CH:2]1[CH2:5][N:4]([C:6]2[S:7][CH:8]=[C:9]([C:11](=[O:30])[N:12]([CH3:29])[CH2:13][CH2:14][NH:15][C:16]([O:18][CH2:19][C:20]3[CH:25]=[CH:24][C:23]([N+:26]([O-:28])=[O:27])=[CH:22][CH:21]=3)=[O:17])[N:10]=2)[CH2:3]1)(=[O:34])=[O:33]. (4) The product is: [OH:9][CH2:8][CH2:7][N:6]1[C:2]([NH:1][C:27]([C:28]2[CH:33]=[CH:32][CH:31]=[CH:30][CH:29]=2)([C:40]2[CH:41]=[CH:42][CH:43]=[CH:44][CH:45]=2)[C:34]2[CH:35]=[CH:36][CH:37]=[CH:38][CH:39]=2)=[C:3]([NH:10][C:11](=[O:19])[O:12][C:13]2[CH:14]=[CH:15][CH:16]=[CH:17][CH:18]=2)[CH:4]=[N:5]1. Given the reactants [NH2:1][C:2]1[N:6]([CH2:7][CH2:8][OH:9])[N:5]=[CH:4][C:3]=1[NH:10][C:11](=[O:19])[O:12][C:13]1[CH:18]=[CH:17][CH:16]=[CH:15][CH:14]=1.C(N(CC)CC)C.[C:27](Cl)([C:40]1[CH:45]=[CH:44][CH:43]=[CH:42][CH:41]=1)([C:34]1[CH:39]=[CH:38][CH:37]=[CH:36][CH:35]=1)[C:28]1[CH:33]=[CH:32][CH:31]=[CH:30][CH:29]=1.O, predict the reaction product. (5) The product is: [OH:1][CH:2]1[CH2:6][CH2:5][N:4]([C:7]([N:9]2[CH2:14][CH:13]([C:15]3[CH:16]=[CH:17][C:18]([O:21][C:22]([F:23])([F:25])[F:24])=[CH:19][CH:20]=3)[CH2:12][CH:11]([C:26]([OH:28])=[O:27])[CH2:10]2)=[O:8])[CH2:3]1. Given the reactants [OH:1][CH:2]1[CH2:6][CH2:5][N:4]([C:7]([N:9]2[CH2:14][CH:13]([C:15]3[CH:20]=[CH:19][C:18]([O:21][C:22]([F:25])([F:24])[F:23])=[CH:17][CH:16]=3)[CH2:12][CH:11]([C:26]([O:28]C)=[O:27])[CH2:10]2)=[O:8])[CH2:3]1.CC(C)([O-])C.[K+], predict the reaction product. (6) Given the reactants [O:1]1[C:5]2[CH:6]=[CH:7][C:8]([CH:10]3[CH:19]([C:20]([O:22][CH3:23])=[O:21])[CH:18](O)[C:17]4[C:12](=[CH:13][CH:14]=[CH:15][CH:16]=4)[O:11]3)=[CH:9][C:4]=2[O:3][CH2:2]1.C(N(CC)CC)C.CS(Cl)(=O)=O.N12CCCN=C1CCCCC2, predict the reaction product. The product is: [O:1]1[C:5]2[CH:6]=[CH:7][C:8]([CH:10]3[C:19]([C:20]([O:22][CH3:23])=[O:21])=[CH:18][C:17]4[C:12](=[CH:13][CH:14]=[CH:15][CH:16]=4)[O:11]3)=[CH:9][C:4]=2[O:3][CH2:2]1. (7) Given the reactants Cl[C:2]1[N:7]=[C:6](Cl)[C:5]([F:9])=[CH:4][N:3]=1.[CH3:10][O:11][C:12]1[CH:13]=[C:14]([CH:16]=[CH:17][C:18]=1[O:19][CH3:20])[NH2:15], predict the reaction product. The product is: [CH3:10][O:11][C:12]1[CH:13]=[C:14]([NH:15][C:2]2[N:7]=[C:6]([NH:15][C:14]3[CH:16]=[CH:17][C:18]([O:19][CH3:20])=[C:12]([O:11][CH3:10])[CH:13]=3)[C:5]([F:9])=[CH:4][N:3]=2)[CH:16]=[CH:17][C:18]=1[O:19][CH3:20]. (8) Given the reactants [CH3:1][O:2][C:3]1[CH:32]=[C:31]([O:33][CH3:34])[CH:30]=[CH:29][C:4]=1[CH2:5][N:6]1[C:15]2[CH:14]=[C:13](B(O)O)[CH:12]=[CH:11][C:10]=2[C:9]2[N:19]([CH:22]3[CH2:27][CH2:26][O:25][CH2:24][CH2:23]3)[N:20]=[CH:21][C:8]=2[C:7]1=[O:28].FC1C=C(C2C(OC)=NC(C)=CC=2C)C=CC=1C1N(C2CCOCC2)N=CC=1C(OCC)=O.Br[C:69]1[C:70]([O:76][CH2:77][CH3:78])=[N:71][CH:72]=[CH:73][C:74]=1[CH3:75].C(=O)([O-])[O-].[Cs+].[Cs+], predict the reaction product. The product is: [CH3:1][O:2][C:3]1[CH:32]=[C:31]([O:33][CH3:34])[CH:30]=[CH:29][C:4]=1[CH2:5][N:6]1[C:15]2[CH:14]=[C:13]([C:69]3[C:70]([O:76][CH2:77][CH3:78])=[N:71][CH:72]=[CH:73][C:74]=3[CH3:75])[CH:12]=[CH:11][C:10]=2[C:9]2[N:19]([CH:22]3[CH2:27][CH2:26][O:25][CH2:24][CH2:23]3)[N:20]=[CH:21][C:8]=2[C:7]1=[O:28].